Dataset: Full USPTO retrosynthesis dataset with 1.9M reactions from patents (1976-2016). Task: Predict the reactants needed to synthesize the given product. (1) Given the product [CH3:1][O:2][C:3]([CH:5]1[CH2:9][CH:8]([N:10]([CH2:11][C:12]2[CH:17]=[CH:16][CH:15]=[CH:14][CH:13]=2)[C:25]([O:27][CH2:28][C:29]([Cl:32])([Cl:31])[Cl:30])=[O:26])[CH2:7][N:6]1[C:18]([O:20][C:21]([CH3:24])([CH3:23])[CH3:22])=[O:19])=[O:4], predict the reactants needed to synthesize it. The reactants are: [CH3:1][O:2][C:3]([CH:5]1[CH2:9][CH:8]([NH:10][CH2:11][C:12]2[CH:17]=[CH:16][CH:15]=[CH:14][CH:13]=2)[CH2:7][N:6]1[C:18]([O:20][C:21]([CH3:24])([CH3:23])[CH3:22])=[O:19])=[O:4].[C:25](Cl)([O:27][CH2:28][C:29]([Cl:32])([Cl:31])[Cl:30])=[O:26]. (2) Given the product [F:17][C:4]1[CH:3]=[C:2]([C:23]2[CH:24]=[CH:25][C:20]([C:19]([F:30])([F:29])[F:18])=[CH:21][CH:22]=2)[C:10]2[N:9]3[CH2:11][CH2:12][NH:13][C:14](=[O:15])[C:8]3=[C:7]([CH3:16])[C:6]=2[CH:5]=1, predict the reactants needed to synthesize it. The reactants are: Br[C:2]1[C:10]2[N:9]3[CH2:11][CH2:12][NH:13][C:14](=[O:15])[C:8]3=[C:7]([CH3:16])[C:6]=2[CH:5]=[C:4]([F:17])[CH:3]=1.[F:18][C:19]([F:30])([F:29])[C:20]1[CH:25]=[CH:24][C:23](B(O)O)=[CH:22][CH:21]=1. (3) Given the product [CH:22]([O:21][C:19]([NH:18][C@H:11]([C:12]1[CH:13]=[CH:14][CH:15]=[CH:16][CH:17]=1)[C:10]([N:6]1[CH2:7][CH2:8][CH2:9][C@H:5]1[C:3]([OH:4])=[O:2])=[O:25])=[O:20])([CH3:24])[CH3:23], predict the reactants needed to synthesize it. The reactants are: C[O:2][C:3]([C@@H:5]1[CH2:9][CH2:8][CH2:7][N:6]1[C:10](=[O:25])[C@H:11]([NH:18][C:19]([O:21][CH:22]([CH3:24])[CH3:23])=[O:20])[C:12]1[CH:17]=[CH:16][CH:15]=[CH:14][CH:13]=1)=[O:4].[Li+].[OH-].OS([O-])(=O)=O.[K+].C(OCC)(=O)C. (4) The reactants are: [CH3:13][C:12]([O:11][C:9](O[C:9]([O:11][C:12]([CH3:15])([CH3:14])[CH3:13])=[O:10])=[O:10])([CH3:15])[CH3:14].Cl.[NH2:17][CH2:18][C@H:19]([C:23]1[CH:28]=[CH:27][C:26]([Cl:29])=[CH:25][CH:24]=1)[C:20]([OH:22])=[O:21].O.O.O.O.O.[OH-].C[N+](C)(C)C.CC#N. Given the product [C:12]([O:11][C:9]([NH:17][CH2:18][C@H:19]([C:23]1[CH:24]=[CH:25][C:26]([Cl:29])=[CH:27][CH:28]=1)[C:20]([OH:22])=[O:21])=[O:10])([CH3:13])([CH3:14])[CH3:15], predict the reactants needed to synthesize it. (5) Given the product [Cl:8][C:6]1[CH:7]=[C:2]([N:25]2[CH2:30][CH2:29][O:28][CH2:27][CH2:26]2)[C:3]2[N:4]([CH:11]=[C:12]([C:14]3[S:15][C:16]([C:19]4[CH:24]=[CH:23][CH:22]=[CH:21][N:20]=4)=[CH:17][CH:18]=3)[N:9]=2)[N:5]=1, predict the reactants needed to synthesize it. The reactants are: Br[C:2]1[CH:7]=[C:6]([Cl:8])[N:5]=[N:4][C:3]=1[NH2:9].Br[CH2:11][C:12]([C:14]1[S:15][C:16]([C:19]2[CH:24]=[CH:23][CH:22]=[CH:21][N:20]=2)=[CH:17][CH:18]=1)=O.[NH:25]1[CH2:30][CH2:29][O:28][CH2:27][CH2:26]1. (6) The reactants are: [Cl:1][C:2]1[CH:7]=[C:6]([O:8][C:9]2[C:10]3[S:17][CH:16]=[CH:15][C:11]=3[N:12]=[CH:13][N:14]=2)[CH:5]=[CH:4][C:3]=1[NH2:18].O1CCN(CCNC(C2SC3C(OC4C=CC(N[C:47]([NH:49][C:50](=[O:58])[CH2:51][C:52]5[CH:57]=[CH:56][CH:55]=[CH:54][CH:53]=5)=[S:48])=CC=4F)=NC=NC=3C=2)=O)CC1. Given the product [Cl:1][C:2]1[CH:7]=[C:6]([O:8][C:9]2[C:10]3[S:17][CH:16]=[CH:15][C:11]=3[N:12]=[CH:13][N:14]=2)[CH:5]=[CH:4][C:3]=1[NH:18][C:47]([NH:49][C:50](=[O:58])[CH2:51][C:52]1[CH:53]=[CH:54][CH:55]=[CH:56][CH:57]=1)=[S:48], predict the reactants needed to synthesize it.